From a dataset of Catalyst prediction with 721,799 reactions and 888 catalyst types from USPTO. Predict which catalyst facilitates the given reaction. (1) Reactant: [NH2:1][C:2]1[CH:3]=[C:4]([CH:8]=[C:9]([OH:11])[CH:10]=1)[C:5]([OH:7])=[O:6].[C:12]([N:20]=[C:21]=[S:22])(=[O:19])[C:13]1[CH:18]=[CH:17][CH:16]=[CH:15][CH:14]=1. Product: [C:12]([NH:20][C:21]([NH:1][C:2]1[CH:10]=[C:9]([OH:11])[CH:8]=[C:4]([C:5]([OH:7])=[O:6])[CH:3]=1)=[S:22])(=[O:19])[C:13]1[CH:18]=[CH:17][CH:16]=[CH:15][CH:14]=1. The catalyst class is: 10. (2) Reactant: [F:1][C:2]([F:13])([S:9]([O-:12])(=[O:11])=[O:10])[C:3]([F:8])([F:7])[CH2:4][CH2:5][OH:6].[Na+].[Cl-].[C:16]1([S+:22]([C:29]2[CH:34]=[CH:33][CH:32]=[CH:31][CH:30]=2)[C:23]2[CH:28]=[CH:27][CH:26]=[CH:25][CH:24]=2)[CH:21]=[CH:20][CH:19]=[CH:18][CH:17]=1.O. Product: [C:29]1([S+:22]([C:16]2[CH:17]=[CH:18][CH:19]=[CH:20][CH:21]=2)[C:23]2[CH:28]=[CH:27][CH:26]=[CH:25][CH:24]=2)[CH:30]=[CH:31][CH:32]=[CH:33][CH:34]=1.[F:13][C:2]([F:1])([S:9]([O-:12])(=[O:11])=[O:10])[C:3]([F:8])([F:7])[CH2:4][CH2:5][OH:6]. The catalyst class is: 4. (3) Reactant: [NH2:1][C:2]1[C:10]([O:11][CH3:12])=[CH:9][CH:8]=[CH:7][C:3]=1[C:4]([OH:6])=[O:5].[CH2:13](OC(OCC)OCC)C.C(O)(=O)C. Product: [CH3:12][O:11][C:10]1[C:2]2[N:1]=[CH:13][O:5][C:4](=[O:6])[C:3]=2[CH:7]=[CH:8][CH:9]=1. The catalyst class is: 11. (4) Reactant: FC1C=CC(CN2CCNCC2(C)C)=CC=1.[NH:17]1[CH2:22][CH2:21][NH:20][CH2:19][C:18]1=[O:23].[C:24](Cl)([C:37]1[CH:42]=[CH:41][CH:40]=[CH:39][CH:38]=1)([C:31]1[CH:36]=[CH:35][CH:34]=[CH:33][CH:32]=1)[C:25]1[CH:30]=[CH:29][CH:28]=[CH:27][CH:26]=1. Product: [C:24]([N:20]1[CH2:21][CH2:22][NH:17][C:18](=[O:23])[CH2:19]1)([C:25]1[CH:30]=[CH:29][CH:28]=[CH:27][CH:26]=1)([C:37]1[CH:38]=[CH:39][CH:40]=[CH:41][CH:42]=1)[C:31]1[CH:32]=[CH:33][CH:34]=[CH:35][CH:36]=1. The catalyst class is: 4. (5) Reactant: Cl.[NH2:2][C@@H:3]([CH2:6][C:7]1[CH:12]=[CH:11][C:10]([S:13]([C:16]2[CH:21]=[CH:20][CH:19]=[CH:18][CH:17]=2)(=[O:15])=[O:14])=[CH:9][CH:8]=1)[CH2:4][OH:5].C[O-].[Na+]. Product: [CH2:6]([NH:2][C@@H:3]([CH2:6][C:7]1[CH:12]=[CH:11][C:10]([S:13]([C:16]2[CH:21]=[CH:20][CH:19]=[CH:18][CH:17]=2)(=[O:15])=[O:14])=[CH:9][CH:8]=1)[CH2:4][OH:5])[C:7]1[CH:12]=[CH:11][CH:10]=[CH:9][CH:8]=1. The catalyst class is: 5. (6) Product: [CH:53]1([CH2:52][O:51][C:50]([NH:19][CH2:18][CH2:17][CH2:16][C@@H:15]([C:20]([NH:22][C@H:23]2[CH2:27][CH2:26][CH2:25][C@H:24]2[C:28]([O:30][C:31]([CH3:34])([CH3:33])[CH3:32])=[O:29])=[O:21])[NH:14][C:12]([C:4]2[N:3]([CH3:2])[C:11]3[C:6]([CH:5]=2)=[CH:7][CH:8]=[CH:9][CH:10]=3)=[O:13])=[O:59])[CH2:58][CH2:57][CH2:56][CH2:55][CH2:54]1. The catalyst class is: 6. Reactant: Cl.[CH3:2][N:3]1[C:11]2[C:6](=[CH:7][CH:8]=[CH:9][CH:10]=2)[CH:5]=[C:4]1[C:12]([NH:14][C@H:15]([C:20]([NH:22][C@H:23]1[CH2:27][CH2:26][CH2:25][C@H:24]1[C:28]([O:30][C:31]([CH3:34])([CH3:33])[CH3:32])=[O:29])=[O:21])[CH2:16][CH2:17][CH2:18][NH2:19])=[O:13].CN(C=O)C.[N+](C1C=CC(N[C:50](=[O:59])[O:51][CH2:52][CH:53]2[CH2:58][CH2:57][CH2:56][CH2:55][CH2:54]2)=CC=1)([O-])=O.C(N(CC)CC)C.